This data is from Reaction yield outcomes from USPTO patents with 853,638 reactions. The task is: Predict the reaction yield, written as a fraction of the theoretical maximum amount of product (1.0 means a 100% yield; for example, 0.34 means a 34% yield). (1) The reactants are [CH3:1][O:2][C:3]1[C:8]2[N:9]=[C:10]([NH2:12])[S:11][C:7]=2[C:6]([CH:13]2[CH2:18][CH2:17][O:16][CH2:15][CH2:14]2)=[CH:5][CH:4]=1.Cl[C:20](OC1C=CC=CC=1)=[O:21].[O:29]1[C:33]2([CH2:38][CH2:37][NH:36][CH2:35][CH2:34]2)[O:32][CH2:31][CH2:30]1. No catalyst specified. The product is [CH3:1][O:2][C:3]1[C:8]2[N:9]=[C:10]([NH:12][C:20]([N:36]3[CH2:37][CH2:38][C:33]4([O:32][CH2:31][CH2:30][O:29]4)[CH2:34][CH2:35]3)=[O:21])[S:11][C:7]=2[C:6]([CH:13]2[CH2:18][CH2:17][O:16][CH2:15][CH2:14]2)=[CH:5][CH:4]=1. The yield is 0.530. (2) The reactants are CS(C)=O.C(Cl)(=O)C(Cl)=O.[C:11]([N:18]1[CH2:24][CH2:23][CH2:22][C@H:19]1[CH2:20][OH:21])([O:13][C:14]([CH3:17])([CH3:16])[CH3:15])=[O:12].C(N(CC)CC)C. The catalyst is C(Cl)Cl.O. The product is [C:11]([N:18]1[CH2:24][CH2:23][CH2:22][C@H:19]1[CH:20]=[O:21])([O:13][C:14]([CH3:17])([CH3:16])[CH3:15])=[O:12]. The yield is 0.900.